From a dataset of Peptide-MHC class II binding affinity with 134,281 pairs from IEDB. Regression. Given a peptide amino acid sequence and an MHC pseudo amino acid sequence, predict their binding affinity value. This is MHC class II binding data. (1) The peptide sequence is LIDDVIAILPVDELY. The MHC is DRB1_1501 with pseudo-sequence DRB1_1501. The binding affinity (normalized) is 0.280. (2) The peptide sequence is KKLVGGVVLLGAMLVGQ. The MHC is HLA-DQA10201-DQB10402 with pseudo-sequence HLA-DQA10201-DQB10402. The binding affinity (normalized) is 0. (3) The peptide sequence is EWEFVNTPPLVKLWY. The MHC is DRB1_1302 with pseudo-sequence DRB1_1302. The binding affinity (normalized) is 0.288. (4) The peptide sequence is EKKYEAATQFEPLAA. The MHC is HLA-DPA10201-DPB10501 with pseudo-sequence HLA-DPA10201-DPB10501. The binding affinity (normalized) is 0.504. (5) The MHC is DRB5_0101 with pseudo-sequence DRB5_0101. The peptide sequence is ILMTATPPGTSDEFP. The binding affinity (normalized) is 0.472. (6) The peptide sequence is VGSKLIVAMSSWLQK. The MHC is DRB1_0901 with pseudo-sequence DRB1_0901. The binding affinity (normalized) is 0.689.